From a dataset of Full USPTO retrosynthesis dataset with 1.9M reactions from patents (1976-2016). Predict the reactants needed to synthesize the given product. (1) Given the product [CH3:33][C:7]1[CH:8]=[C:9]([O:12][CH2:13][CH2:14][C:15]2[N:16]=[C:17]([C:21]3[CH:22]=[N:23][C:24]([C:27]4[CH:32]=[CH:31][CH:30]=[CH:29][CH:28]=4)=[CH:25][CH:26]=3)[O:18][C:19]=2[CH3:20])[CH:10]=[CH:11][C:6]=1[CH2:5][CH2:4][C:3]([OH:34])=[O:2], predict the reactants needed to synthesize it. The reactants are: C[O:2][C:3](=[O:34])[CH2:4][CH2:5][C:6]1[CH:11]=[CH:10][C:9]([O:12][CH2:13][CH2:14][C:15]2[N:16]=[C:17]([C:21]3[CH:22]=[N:23][C:24]([C:27]4[CH:32]=[CH:31][CH:30]=[CH:29][CH:28]=4)=[CH:25][CH:26]=3)[O:18][C:19]=2[CH3:20])=[CH:8][C:7]=1[CH3:33].[OH-].[Na+]. (2) Given the product [F:14][C:15]1[CH:20]=[CH:19][C:18]([C:2]2[N:3]=[C:4]([CH3:13])[CH:5]=[C:6]3[CH2:11][CH2:10][O:9][C:8](=[O:12])[C:7]=23)=[CH:17][CH:16]=1, predict the reactants needed to synthesize it. The reactants are: Cl[C:2]1[N:3]=[C:4]([CH3:13])[CH:5]=[C:6]2[CH2:11][CH2:10][O:9][C:8](=[O:12])[C:7]=12.[F:14][C:15]1[CH:20]=[CH:19][C:18](B(O)O)=[CH:17][CH:16]=1.C(=O)([O-])[O-].[K+].[K+].[Cl-].[NH4+]. (3) The reactants are: Br[C:2]1[CH:3]=[C:4]2[C:9](=[CH:10][CH:11]=1)[CH:8]([CH3:12])[NH:7][CH2:6][CH2:5]2.C[Sn](C)(C)[C:15]1[CH:20]=[CH:19][CH:18]=[CH:17][N:16]=1. Given the product [CH3:12][CH:8]1[C:9]2[C:4](=[CH:3][C:2]([C:15]3[CH:20]=[CH:19][CH:18]=[CH:17][N:16]=3)=[CH:11][CH:10]=2)[CH2:5][CH2:6][NH:7]1, predict the reactants needed to synthesize it. (4) Given the product [CH3:22][O:23][C:24]1[CH:29]=[CH:28][C:27]([CH2:30][N:31]([CH3:32])[C:2]2[CH:7]=[C:6]([O:8][C:9]3[CH:18]=[C:17]4[C:12]([CH2:13][CH2:14][CH:15]([C:19]([OH:21])=[O:20])[CH2:16]4)=[CH:11][CH:10]=3)[CH:5]=[CH:4][N:3]=2)=[CH:26][CH:25]=1, predict the reactants needed to synthesize it. The reactants are: Cl[C:2]1[CH:7]=[C:6]([O:8][C:9]2[CH:18]=[C:17]3[C:12]([CH2:13][CH2:14][CH:15]([C:19]([OH:21])=[O:20])[CH2:16]3)=[CH:11][CH:10]=2)[CH:5]=[CH:4][N:3]=1.[CH3:22][O:23][C:24]1[CH:29]=[CH:28][C:27]([CH2:30][NH:31][CH3:32])=[CH:26][CH:25]=1.[OH-].[Na+]. (5) The reactants are: [C:1]([NH:5][C:6](=[O:21])[C:7]([C:9]1[C:10]([F:20])=[C:11]([C:15]([O:17][CH2:18][CH3:19])=[O:16])[N:12]([CH3:14])[CH:13]=1)=[O:8])([CH3:4])([CH3:3])[CH3:2].C1C(=O)N([Br:29])C(=O)C1.C(#N)C. Given the product [Br:29][C:13]1[N:12]([CH3:14])[C:11]([C:15]([O:17][CH2:18][CH3:19])=[O:16])=[C:10]([F:20])[C:9]=1[C:7](=[O:8])[C:6]([NH:5][C:1]([CH3:2])([CH3:4])[CH3:3])=[O:21], predict the reactants needed to synthesize it.